This data is from Full USPTO retrosynthesis dataset with 1.9M reactions from patents (1976-2016). The task is: Predict the reactants needed to synthesize the given product. (1) Given the product [Cl:47][C:37]1[CH:38]=[CH:39][CH:40]=[C:41]([NH:42][S:43]([CH3:46])(=[O:44])=[O:45])[C:36]=1[N:33]1[CH2:34][CH2:35][N:30]([CH2:29][CH2:28][CH2:27][N:14]2[C:11]3[CH2:12][CH2:13][N:8]([S:56]([NH2:59])(=[O:58])=[O:57])[CH2:9][C:10]=3[C:16]([C:17]3[CH:18]=[CH:19][C:20]([C:23]([F:26])([F:24])[F:25])=[CH:21][CH:22]=3)=[N:15]2)[CH2:31][CH2:32]1, predict the reactants needed to synthesize it. The reactants are: C(OC([N:8]1[CH2:13][CH2:12][C:11]2[N:14]([CH2:27][CH2:28][CH2:29][N:30]3[CH2:35][CH2:34][N:33]([C:36]4[C:41]([NH:42][S:43]([CH3:46])(=[O:45])=[O:44])=[CH:40][CH:39]=[CH:38][C:37]=4[Cl:47])[CH2:32][CH2:31]3)[N:15]=[C:16]([C:17]3[CH:22]=[CH:21][C:20]([C:23]([F:26])([F:25])[F:24])=[CH:19][CH:18]=3)[C:10]=2[CH2:9]1)=O)(C)(C)C.FC(F)(F)C(O)=O.Cl[S:56]([N:59]=C=O)(=[O:58])=[O:57].CC(O)(C)C. (2) Given the product [CH2:1]([CH:8]1[CH2:13][CH:12]2[N:11]([CH2:14][CH2:15][CH2:16][C:17]3[NH:21][C:20]4[CH:26]=[CH:27][CH:28]=[CH:29][C:19]=4[N:18]=3)[CH:10]([CH2:31][CH2:32]2)[CH2:9]1)[C:2]1[CH:3]=[CH:4][CH:5]=[CH:6][CH:7]=1, predict the reactants needed to synthesize it. The reactants are: [CH2:1]([CH:8]1[CH2:13][CH2:12][N:11]([CH2:14][CH2:15][CH2:16][C:17]2[N:21](CCC#N)[C:20]3[CH:26]=[CH:27][CH:28]=[CH:29][C:19]=3[N:18]=2)[CH2:10][CH2:9]1)[C:2]1[CH:7]=[CH:6][CH:5]=[CH:4][CH:3]=1.[Na].[C:31](OCC)(=O)[CH3:32].CO. (3) Given the product [CH3:1][O:2][C:3](=[O:34])[CH2:4][C@H:5]1[C:9]2[CH:10]=[CH:11][C:12]([O:14][C@H:15]3[C:23]4[C:18](=[C:19]([C:36]5[C:37]([CH3:49])=[CH:38][C:39]([C:43]6[CH:44]=[CH:45][N:46]=[CH:47][CH:48]=6)=[CH:40][C:41]=5[CH3:42])[CH:20]=[CH:21][C:22]=4[F:24])[CH2:17][CH2:16]3)=[CH:13][C:8]=2[O:7][CH2:6]1, predict the reactants needed to synthesize it. The reactants are: [CH3:1][O:2][C:3](=[O:34])[CH2:4][C@H:5]1[C:9]2[CH:10]=[CH:11][C:12]([O:14][C@H:15]3[C:23]4[C:18](=[C:19](B5OC(C)(C)C(C)(C)O5)[CH:20]=[CH:21][C:22]=4[F:24])[CH2:17][CH2:16]3)=[CH:13][C:8]=2[O:7][CH2:6]1.Br[C:36]1[C:41]([CH3:42])=[CH:40][C:39]([C:43]2[CH:48]=[CH:47][N:46]=[CH:45][CH:44]=2)=[CH:38][C:37]=1[CH3:49].BrC1C=CC(F)=C2C=1CC[C@H]2OC1C=CC2[C@H](CC(OC)=O)COC=2C=1. (4) The reactants are: CCCCCC.C([Li])CCC.Br[C:13]1[CH:18]=[CH:17][CH:16]=[CH:15][N:14]=1.[F:19][C:20]1[CH:27]=[CH:26][C:25]([F:28])=[CH:24][C:21]=1[CH:22]=[O:23]. Given the product [F:19][C:20]1[CH:27]=[CH:26][C:25]([F:28])=[CH:24][C:21]=1[CH:22]([OH:23])[C:13]1[CH:18]=[CH:17][CH:16]=[CH:15][N:14]=1, predict the reactants needed to synthesize it. (5) Given the product [CH2:1]([O:3][C:4]([N:6]1[C:15]2[C:10](=[N:11][C:12]([O:16][CH3:17])=[CH:13][CH:14]=2)[C@@H:9]([NH:18][C:19]2[N:24]=[C:23]([CH2:25][C:26]3[CH:27]=[C:28]([C:36]([F:39])([F:37])[F:38])[CH:29]=[C:30]([C:32]([F:33])([F:34])[F:35])[CH:31]=3)[C:22]([S:40](=[O:50])(=[O:51])[NH:41][CH2:42][C:55]([OH:58])=[O:57])=[CH:21][N:20]=2)[CH2:8][C@H:7]1[CH2:52][CH3:53])=[O:5])[CH3:2], predict the reactants needed to synthesize it. The reactants are: [CH2:1]([O:3][C:4]([N:6]1[C:15]2[C:10](=[N:11][C:12]([O:16][CH3:17])=[CH:13][CH:14]=2)[C@@H:9]([NH:18][C:19]2[N:24]=[C:23]([CH2:25][C:26]3[CH:31]=[C:30]([C:32]([F:35])([F:34])[F:33])[CH:29]=[C:28]([C:36]([F:39])([F:38])[F:37])[CH:27]=3)[C:22]([S:40](=[O:51])(=[O:50])[N:41](C(OC(C)(C)C)=O)[CH3:42])=[CH:21][N:20]=2)[CH2:8][C@H:7]1[CH2:52][CH3:53])=[O:5])[CH3:2].Cl.[C:55]([O:58]CC)(=[O:57])C. (6) Given the product [C:11]([C:8]1[CH:9]=[CH:10][C:2]([CH2:25][CH2:26][CH2:27][C:28]([O:30][CH2:31][CH3:32])=[O:29])=[C:3]2[C:7]=1[N:6]([S:13]([C:16]1[CH:17]=[CH:18][C:19]([CH3:22])=[CH:20][CH:21]=1)(=[O:15])=[O:14])[CH:5]=[CH:4]2)#[N:12], predict the reactants needed to synthesize it. The reactants are: Br[C:2]1[CH:10]=[CH:9][C:8]([C:11]#[N:12])=[C:7]2[C:3]=1[CH:4]=[CH:5][N:6]2[S:13]([C:16]1[CH:21]=[CH:20][C:19]([CH3:22])=[CH:18][CH:17]=1)(=[O:15])=[O:14].Br[Zn][CH2:25][CH2:26][CH2:27][C:28]([O:30][CH2:31][CH3:32])=[O:29].[OH-].[Na+]. (7) Given the product [N:1]1([C:7]2[N:8]=[CH:9][NH:10][C:11](=[O:13])[CH:12]=2)[CH2:6][CH2:5][O:4][CH2:3][CH2:2]1, predict the reactants needed to synthesize it. The reactants are: [N:1]1([C:7]2[N:8]=[C:9](CC([O-])=O)[NH:10][C:11](=[O:13])[CH:12]=2)[CH2:6][CH2:5][O:4][CH2:3][CH2:2]1.[Na+].CN1CCC2(C3C(=CC=CC=3)NC2)CC1.